From a dataset of Reaction yield outcomes from USPTO patents with 853,638 reactions. Predict the reaction yield, written as a fraction of the theoretical maximum amount of product (1.0 means a 100% yield; for example, 0.34 means a 34% yield). (1) The catalyst is CCOCC.C1C=CC(/C=C/C(/C=C/C2C=CC=CC=2)=O)=CC=1.C1C=CC(/C=C/C(/C=C/C2C=CC=CC=2)=O)=CC=1.C1C=CC(/C=C/C(/C=C/C2C=CC=CC=2)=O)=CC=1.[Pd].[Pd]. The reactants are C([O-])([O-])=O.[Cs+].[Cs+].Cl[C:8]1[N:9]=[C:10]([NH:17][CH2:18][CH:19]([F:21])[F:20])[C:11]2[O:16][CH:15]=[CH:14][C:12]=2[N:13]=1.[NH2:22][C:23]1[CH:31]=[C:30]2[C:26]([C:27]([CH3:34])([CH3:33])[C:28](=[O:32])[NH:29]2)=[CH:25][CH:24]=1. The product is [F:20][CH:19]([F:21])[CH2:18][NH:17][C:10]1[C:11]2[O:16][CH:15]=[CH:14][C:12]=2[N:13]=[C:8]([NH:22][C:23]2[CH:31]=[C:30]3[C:26]([C:27]([CH3:34])([CH3:33])[C:28](=[O:32])[NH:29]3)=[CH:25][CH:24]=2)[N:9]=1. The yield is 0.250. (2) The reactants are Cl.[C:2]([N:5]1[CH2:10][CH2:9][N:8]([CH2:11][C:12]([OH:14])=O)[CH2:7][CH2:6]1)(=[O:4])[CH3:3].[CH2:15]([C@H:22]1[CH2:26][NH:25][C@H:24]([C:27]([NH:29][C:30]2[CH:35]=[CH:34][C:33]([O:36][C:37]3[CH:42]=[CH:41][C:40]([F:43])=[CH:39][CH:38]=3)=[CH:32][CH:31]=2)=[O:28])[CH2:23]1)[C:16]1[CH:21]=[CH:20][CH:19]=[CH:18][CH:17]=1. No catalyst specified. The product is [C:2]([N:5]1[CH2:6][CH2:7][N:8]([CH2:11][C:12]([N:25]2[CH2:26][C@H:22]([CH2:15][C:16]3[CH:21]=[CH:20][CH:19]=[CH:18][CH:17]=3)[CH2:23][C@H:24]2[C:27]([NH:29][C:30]2[CH:35]=[CH:34][C:33]([O:36][C:37]3[CH:42]=[CH:41][C:40]([F:43])=[CH:39][CH:38]=3)=[CH:32][CH:31]=2)=[O:28])=[O:14])[CH2:9][CH2:10]1)(=[O:4])[CH3:3]. The yield is 0.249. (3) The reactants are C(NC(C)C)(C)C.[C:8]([O:11][CH3:12])(=[O:10])[CH3:9].[Br:13][C:14]1[CH:15]=[CH:16][C:17]([F:31])=[C:18](/[C:20](=[N:24]\[S@:25]([C:27]([CH3:30])([CH3:29])[CH3:28])=[O:26])/[CH:21]([F:23])[F:22])[CH:19]=1. The catalyst is O1CCCC1.CCCCCC.CC(C)[O-].CC(C)[O-].CC(C)[O-].Cl[Ti+3]. The product is [Br:13][C:14]1[CH:15]=[CH:16][C:17]([F:31])=[C:18]([C:20]([NH:24][S@:25]([C:27]([CH3:29])([CH3:28])[CH3:30])=[O:26])([CH:21]([F:23])[F:22])[CH2:9][C:8]([O:11][CH3:12])=[O:10])[CH:19]=1. The yield is 0.707.